This data is from Forward reaction prediction with 1.9M reactions from USPTO patents (1976-2016). The task is: Predict the product of the given reaction. (1) Given the reactants Cl[CH2:2][CH2:3][O:4][C:5]1[CH:13]=[C:12]2[C:8]([C:9]([C:27]#[N:28])=[C:10]([C:16]3[CH:21]=[CH:20][C:19]([NH:22][S:23]([CH3:26])(=[O:25])=[O:24])=[CH:18][CH:17]=3)[N:11]2[CH2:14][CH3:15])=[CH:7][CH:6]=1.[NH:29]1[CH2:34][CH2:33][O:32][CH2:31][CH2:30]1.[Na+].[I-].C(N(C(C)C)CC)(C)C, predict the reaction product. The product is: [C:27]([C:9]1[C:8]2[C:12](=[CH:13][C:5]([O:4][CH2:3][CH2:2][N:29]3[CH2:34][CH2:33][O:32][CH2:31][CH2:30]3)=[CH:6][CH:7]=2)[N:11]([CH2:14][CH3:15])[C:10]=1[C:16]1[CH:21]=[CH:20][C:19]([NH:22][S:23]([CH3:26])(=[O:25])=[O:24])=[CH:18][CH:17]=1)#[N:28]. (2) The product is: [C:8]1([C:3]2([CH2:14][CH2:15][C:16]([OH:18])=[O:17])[CH2:4][CH2:5][CH2:6][CH2:7][CH2:2]2)[CH:13]=[CH:12][CH:11]=[CH:10][CH:9]=1. Given the reactants O=[C:2]1[CH2:7][CH2:6][CH2:5][CH2:4][C:3]1([CH2:14][CH2:15][C:16]([OH:18])=[O:17])[C:8]1[CH:13]=[CH:12][CH:11]=[CH:10][CH:9]=1.[OH-].[K+].O.NN, predict the reaction product. (3) Given the reactants FC(F)(F)C(O)=O.[CH3:8][NH:9][C@H:10]([C:14]([NH:16][C@H:17]([C:21]([N:23]([C@@H:25]([C@@H:56]([CH3:59])[CH2:57][CH3:58])[C@H:26]([O:54][CH3:55])[CH2:27][C:28]([N:30]1[CH2:34][CH2:33][CH2:32][C@H:31]1[C@H:35]([O:52][CH3:53])[C@@H:36]([CH3:51])[C:37]([NH:39][CH2:40][CH2:41][C:42]1[C:50]2[C:45](=[CH:46][CH:47]=[CH:48][CH:49]=2)[NH:44][CH:43]=1)=[O:38])=[O:29])[CH3:24])=[O:22])[CH:18]([CH3:20])[CH3:19])=[O:15])[CH:11]([CH3:13])[CH3:12].O=[CH:61][CH2:62][CH2:63][C:64]([OH:66])=[O:65].C([BH3-])#N.[Na+], predict the reaction product. The product is: [C:64]([CH2:63][CH2:62][CH2:61][N:9]([CH3:8])[C@H:10]([C:14]([NH:16][C@H:17]([C:21]([N:23]([C@@H:25]([C@@H:56]([CH3:59])[CH2:57][CH3:58])[C@H:26]([O:54][CH3:55])[CH2:27][C:28]([N:30]1[CH2:34][CH2:33][CH2:32][C@H:31]1[C@H:35]([O:52][CH3:53])[C@@H:36]([CH3:51])[C:37]([NH:39][CH2:40][CH2:41][C:42]1[C:50]2[C:45](=[CH:46][CH:47]=[CH:48][CH:49]=2)[NH:44][CH:43]=1)=[O:38])=[O:29])[CH3:24])=[O:22])[CH:18]([CH3:20])[CH3:19])=[O:15])[CH:11]([CH3:13])[CH3:12])([OH:66])=[O:65]. (4) Given the reactants [O:1]1[CH2:6][CH:5]=[C:4]([C:7]2[C:8]([O:13][C:14]3[CH:19]=[CH:18][C:17]([NH:20][C:21]4[NH:25][C:24]5[CH:26]=[CH:27][CH:28]=[CH:29][C:23]=5[N:22]=4)=[CH:16][CH:15]=3)=[N:9][CH:10]=[CH:11][CH:12]=2)[CH2:3][CH2:2]1.C(O)(=O)C, predict the reaction product. The product is: [O:1]1[CH2:2][CH2:3][CH:4]([C:7]2[C:8]([O:13][C:14]3[CH:19]=[CH:18][C:17]([NH:20][C:21]4[NH:22][C:23]5[CH:29]=[CH:28][CH:27]=[CH:26][C:24]=5[N:25]=4)=[CH:16][CH:15]=3)=[N:9][CH:10]=[CH:11][CH:12]=2)[CH2:5][CH2:6]1. (5) Given the reactants [N+:1]([C:4]1[CH:5]=[C:6]([CH2:10][C:11]([NH:13][C@H:14]([C:16]([OH:18])=O)[CH3:15])=[O:12])[CH:7]=[CH:8][CH:9]=1)([O-:3])=[O:2].[CH2:19]([O:21][C:22](=[O:33])[C@H:23]([CH2:25][C:26]1[CH:31]=[CH:30][C:29]([OH:32])=[CH:28][CH:27]=1)[NH2:24])[CH3:20], predict the reaction product. The product is: [CH2:19]([O:21][C:22](=[O:33])[C@H:23]([CH2:25][C:26]1[CH:27]=[CH:28][C:29]([OH:32])=[CH:30][CH:31]=1)[NH:24][C:16](=[O:18])[C@H:14]([CH3:15])[NH:13][C:11](=[O:12])[CH2:10][C:6]1[CH:7]=[CH:8][CH:9]=[C:4]([N+:1]([O-:3])=[O:2])[CH:5]=1)[CH3:20]. (6) Given the reactants [Cl:1][C:2]1[CH:7]=[C:6]([CH2:8][OH:9])[CH:5]=[C:4]([Cl:10])[C:3]=1[OH:11].[CH3:12][Mg+].[Br-].[NH4+].[Cl-].O, predict the reaction product. The product is: [Cl:1][C:2]1[CH:7]=[C:6]([CH:8]([OH:9])[CH3:12])[CH:5]=[C:4]([Cl:10])[C:3]=1[OH:11]. (7) Given the reactants [C:1]([C:3]1[C:4]([N+:43]([O-])=O)=[CH:5][C:6]([O:38][CH2:39][CH2:40][O:41][CH3:42])=[C:7]([CH:37]=1)[O:8][CH2:9][CH2:10][O:11][CH2:12][CH2:13][O:14][CH2:15][CH2:16][O:17][CH2:18][CH2:19][O:20][C:21]1[C:28]([O:29][CH2:30][CH2:31][O:32][CH3:33])=[CH:27][C:24]([C:25]#[N:26])=[C:23]([N+:34]([O-])=O)[CH:22]=1)#[N:2], predict the reaction product. The product is: [NH2:43][C:4]1[CH:5]=[C:6]([O:38][CH2:39][CH2:40][O:41][CH3:42])[C:7]([O:8][CH2:9][CH2:10][O:11][CH2:12][CH2:13][O:14][CH2:15][CH2:16][O:17][CH2:18][CH2:19][O:20][C:21]2[CH:22]=[C:23]([NH2:34])[C:24]([C:25]#[N:26])=[CH:27][C:28]=2[O:29][CH2:30][CH2:31][O:32][CH3:33])=[CH:37][C:3]=1[C:1]#[N:2].